Task: Predict which catalyst facilitates the given reaction.. Dataset: Catalyst prediction with 721,799 reactions and 888 catalyst types from USPTO Reactant: [NH2:1][C:2]1[N:10]=[C:9]2[C:5]([N:6]=[CH:7][N:8]2[C@@H:11]2[O:33][C@H:32]([CH2:34][O:35]C(=O)C3C=CC=CC=3)[C@@H:22]([O:23]C(=O)C3C=CC=CC=3)[C@@:12]2([CH3:44])[O:13]C(=O)C2C=CC=CC=2)=[C:4]([Cl:45])[N:3]=1.[Li+].[OH-]. Product: [NH2:1][C:2]1[N:10]=[C:9]2[C:5]([N:6]=[CH:7][N:8]2[C@@H:11]2[O:33][C@H:32]([CH2:34][OH:35])[C@@H:22]([OH:23])[C@@:12]2([CH3:44])[OH:13])=[C:4]([Cl:45])[N:3]=1. The catalyst class is: 1.